Dataset: NCI-60 drug combinations with 297,098 pairs across 59 cell lines. Task: Regression. Given two drug SMILES strings and cell line genomic features, predict the synergy score measuring deviation from expected non-interaction effect. Drug 1: C1CN1P(=S)(N2CC2)N3CC3. Drug 2: CCC1(CC2CC(C3=C(CCN(C2)C1)C4=CC=CC=C4N3)(C5=C(C=C6C(=C5)C78CCN9C7C(C=CC9)(C(C(C8N6C=O)(C(=O)OC)O)OC(=O)C)CC)OC)C(=O)OC)O.OS(=O)(=O)O. Cell line: SR. Synergy scores: CSS=54.8, Synergy_ZIP=-2.60, Synergy_Bliss=-4.48, Synergy_Loewe=-5.43, Synergy_HSA=-2.75.